This data is from Full USPTO retrosynthesis dataset with 1.9M reactions from patents (1976-2016). The task is: Predict the reactants needed to synthesize the given product. (1) Given the product [Br:2][C:3]1[CH:4]=[C:5]([C:18]2[CH:23]=[CH:22][CH:21]=[CH:20][CH:19]=2)[C:6]2[N:7]([CH:9]=[C:10]([C:12]([O:14][CH2:15][CH3:16])=[O:13])[N:11]=2)[CH:8]=1, predict the reactants needed to synthesize it. The reactants are: Br.[Br:2][C:3]1[CH:4]=[C:5](Br)[C:6]2[N:7]([CH:9]=[C:10]([C:12]([O:14][CH2:15][CH3:16])=[O:13])[N:11]=2)[CH:8]=1.[C:18]1(B(O)O)[CH:23]=[CH:22][CH:21]=[CH:20][CH:19]=1.[O-]P([O-])([O-])=O.[K+].[K+].[K+].C(OCC)(=O)C. (2) Given the product [Cl:1][C:2]1[CH:3]=[C:4]([C:9]2[N:14]=[C:13]([CH3:15])[N:12]=[C:11]([Cl:21])[C:10]=2[C:17]#[N:18])[CH:5]=[CH:6][C:7]=1[Cl:8], predict the reactants needed to synthesize it. The reactants are: [Cl:1][C:2]1[CH:3]=[C:4]([C:9]2[N:14]=[C:13]([CH3:15])[N:12]=[C:11](O)[C:10]=2[C:17]#[N:18])[CH:5]=[CH:6][C:7]=1[Cl:8].O=P(Cl)(Cl)[Cl:21].C(=O)([O-])[O-].[K+].[K+]. (3) Given the product [CH3:15][C:9]1[CH:8]=[C:7]([C:5]2[N:20]([C:22]3[CH:27]=[CH:26][C:25]([S:28]([CH3:31])(=[O:30])=[O:29])=[CH:24][N:23]=3)[N:21]=[C:3]([C:2]([F:18])([F:17])[F:1])[CH:4]=2)[CH:12]=[CH:11][C:10]=1[O:13][CH3:14], predict the reactants needed to synthesize it. The reactants are: [F:1][C:2]([F:18])([F:17])[C:3](=O)[CH2:4][C:5]([C:7]1[CH:12]=[CH:11][C:10]([O:13][CH3:14])=[C:9]([CH3:15])[CH:8]=1)=O.Cl.[NH:20]([C:22]1[CH:27]=[CH:26][C:25]([S:28]([CH3:31])(=[O:30])=[O:29])=[CH:24][N:23]=1)[NH2:21]. (4) Given the product [CH2:1]([C:3]1[CH:4]=[C:5]([O:15][C:16]2[CH:17]=[N:18][C:19]([S:22]([CH3:25])(=[O:24])=[O:23])=[CH:20][CH:21]=2)[CH:6]=[C:7]2[C:11]=1[NH:10][C:9]([C:12]([NH2:28])=[O:14])=[CH:8]2)[CH3:2], predict the reactants needed to synthesize it. The reactants are: [CH2:1]([C:3]1[CH:4]=[C:5]([O:15][C:16]2[CH:17]=[N:18][C:19]([S:22]([CH3:25])(=[O:24])=[O:23])=[CH:20][CH:21]=2)[CH:6]=[C:7]2[C:11]=1[NH:10][C:9]([C:12]([OH:14])=O)=[CH:8]2)[CH3:2].[NH4+].O[N:28]1C2C=CC=CC=2N=N1.Cl.C(N=C=NCCCN(C)C)C. (5) Given the product [F:33][C:2]1([F:1])[O:6][C:5]2[CH:7]=[C:8]3[O:32][CH2:34][C:11]4([C:19]5[C:14](=[CH:15][CH:16]=[CH:17][CH:18]=5)[N:13]([CH2:20][C:21]5[C:26]([C:27]([F:29])([F:30])[F:28])=[CH:25][CH:24]=[CH:23][N:22]=5)[C:12]4=[O:31])[C:9]3=[CH:10][C:4]=2[O:3]1, predict the reactants needed to synthesize it. The reactants are: [F:1][C:2]1([F:33])[O:6][C:5]2[CH:7]=[C:8]([OH:32])[C:9]([CH:11]3[C:19]4[C:14](=[CH:15][CH:16]=[CH:17][CH:18]=4)[N:13]([CH2:20][C:21]4[C:26]([C:27]([F:30])([F:29])[F:28])=[CH:25][CH:24]=[CH:23][N:22]=4)[C:12]3=[O:31])=[CH:10][C:4]=2[O:3]1.[C:34]1(C(C2C=CC=CC=2)N2C3C(=CC=CC=3)C(C3C=C(C)C(OC)=CC=3O)C2=O)C=CC=CC=1.